Task: Binary Classification. Given a miRNA mature sequence and a target amino acid sequence, predict their likelihood of interaction.. Dataset: Experimentally validated miRNA-target interactions with 360,000+ pairs, plus equal number of negative samples (1) The miRNA is mmu-miR-3089-5p with sequence UGAGUUCAGGGACAGCGUGUCU. The protein sequence of the target gene is MPDQALQQMLDRSCWVCFATDEDDRTAEWVRPCRCRGSTKWVHQACLQRWVDEKQRGNSTARVACPQCNAEYLIVFPKLGPVVYVLDLADRLISKACPFAAAGIMVGSIYWTAVTYGAVTVMQVVGHKEGLDVMERADPLFLLIGLPTIPVMLILGKMIRWEDYVLRLWRKYSNKLQILNSIFPGIGCPVPRIPAEANPLADHVSATRILCGALVFPTIATIVGKLMFSSVNSNLQRTILGGIAFVAIKGAFKVYFKQQQYLRQAHRKILNYPEQEEA. Result: 1 (interaction). (2) The miRNA is hsa-miR-520d-3p with sequence AAAGUGCUUCUCUUUGGUGGGU. The protein sequence of the target gene is MLMFDPVPVKQEAMDPVSVSYPSNYMESMKPNKYGVIYSTPLPEKFFQTPEGLSHGIQMEPVDLTVNKRSSPPSAGNSPSSLKFPSSHRRASPGLSMPSSSPPIKKYSPPSPGVQPFGVPLSMPPVMAAALSRHGIRSPGILPVIQPVVVQPVPFMYTSHLQQPLMVSLSEEMENSSSSMQVPVIESYEKPISQKKIKIEPGIEPQRTDYYPEEMSPPLMNSVSPPQALLQENHPSVIVQPGKRPLPVESPDTQRKRRIHRCDYDGCNKVYTKSSHLKAHRRTHTGEKPYKCTWEGCTWK.... Result: 1 (interaction). (3) The miRNA is mmu-miR-451a with sequence AAACCGUUACCAUUACUGAGUU. The protein sequence of the target gene is MEPGPGGRGAARGQRPPNAAQPREQERKLEQEKLSGVVKSVHRRLRKKYREVGDFDKIWREHCEDAETLCEYAVAMKNLADNHWAKTCEGEGRIEWCCSVCREYFQNGGKRKALEKDEKRAVLATKTTPALNVHESSKLEGPLTNLSFTSPDFITELLQASGKIRLLDVGSCFNPFLKFEEFLTVGIDIVPAVESVYKCDFLNLQLQQPLQLAQDAIDAFLKQLRNPIDALPGELFHVVVFSLLLSYFPSPYQRWICCKKAHELLVLNGLLLIITPDSSHQNRHAMMMKSWKIAIESLGF.... Result: 0 (no interaction). (4) The miRNA is hsa-miR-1277-5p with sequence AAAUAUAUAUAUAUAUGUACGUAU. The protein sequence of the target gene is MATGGFGCLLLLIREIDLSVKRQI. Result: 0 (no interaction). (5) The miRNA is mmu-miR-693-5p with sequence CAGCCACAUCCGAAAGUUUUC. The protein sequence of the target gene is MATTATCTRFTDDYQLFEELGKGAFSVVRRCVKKTSTQEYAAKIINTKKLSARDHQKLEREARICRLLKHPNIVRLHDSISEEGFHYLVFDLVTGGELFEDIVAREYYSEADASHCIHQILESVNHIHQHDIVHRDLKPENLLLASKCKGAAVKLADFGLAIEVQGEQQAWFGFAGTPGYLSPEVLRKDPYGKPVDIWACGVILYILLVGYPPFWDEDQHKLYQQIKAGAYDFPSPEWDTVTPEAKNLINQMLTINPAKRITADQALKHPWVCQRSTVASMMHRQETVECLRKFNARRKL.... Result: 0 (no interaction). (6) The miRNA is mmu-miR-10a-3p with sequence CAAAUUCGUAUCUAGGGGAAUA. The protein sequence of the target gene is MASKKREVQLQTVINNQSLWDEMLQNKGLTVIDVYQAWCGPCRAMQPLFRKLKNELNEDEILHFAVAEADNIVTLQPFRDKCEPVFLFSVNGKIIEKIQGANAPLVNKKVINLIDEERKIAAGEMARPQYPEIPLVDSDSEVSEESPCESVQELYSIAIIKPDAVISKKVLEIKRKITKAGFIIEAEHKTVLTEEQVVNFYSRIADQCDFEEFVSFMTSGLSYILVVSQGSKHNPPSEETEPQTDTEPNERSEDQPEVEAQVTPGMMKNKQDSLQEYLERQHLAQLCDIEEDAANVAKFM.... Result: 0 (no interaction). (7) The miRNA is hsa-miR-6780a-3p with sequence CUCCUCUGUUUUCUUUCCUAG. The protein sequence of the target gene is MMKFTVVAAALLLLGAVRAEEEDKKEDVGTVVGIDLGTTYSCVGVFKNGRVEIIANDQGNRITPSYVAFTPEGERLIGDAAKNQLTSNPENTVFDAKRLIGRTWNDPSVQQDIKFLPFKVVEKKTKPYIQVDIGGGQTKTFAPEEISAMVLTKMKETAEAYLGKKVTHAVVTVPAYFNDAQRQATKDAGTIAGLNVMRIINEPTAAAIAYGLDKREGEKNILVFDLGGGTFDVSLLTIDNGVFEVVATNGDTHLGGEDFDQRVMEHFIKLYKKKTGKDVRKDNRAVQKLRREVEKAKRAL.... Result: 0 (no interaction). (8) The miRNA is hsa-miR-7153-5p with sequence UGAGAACUGACAAAUGUGGUAGG. The protein sequence of the target gene is MGILSITDQPPLVQAIFSRDVEEVRSLLSQKENINVLDQERRTPLHAAAYVGDVPILQLLLMSGANVNAKDTLWLTPLHRAAASRNEKVLGLLLAHSADVNARDKLWQTPLHVAAANRATKCAEALAPLLSSLNVADRSGRSALHHAVHSGHLETVNLLLNKGASLNVCDKKERQPLHWAAFLGHLEVLKLLVARGADLGCKDRKGYGLLHTAAASGQIEVVKYLLRMGAEIDEPNAFGNTALHIACYLGQDAVAIELVNAGANVNQPNDKGFTPLHVAAVSTNGALCLELLVNNGADVN.... Result: 0 (no interaction).